This data is from Forward reaction prediction with 1.9M reactions from USPTO patents (1976-2016). The task is: Predict the product of the given reaction. Given the reactants [F:1][C:2]([F:14])([F:13])[O:3][C:4]1[CH:5]=[C:6]([CH:10]=[CH:11][CH:12]=1)[C:7]([OH:9])=O.C(Cl)(=O)C(Cl)=O.O1CCCC1.[NH2:26][C:27]1[CH:28]=[C:29]([CH:46]=[CH:47][CH:48]=1)[O:30][C:31]1[CH:32]=[CH:33][C:34]2[N:35]([CH:37]=[C:38]([NH:40][C:41]([CH:43]3[CH2:45][CH2:44]3)=[O:42])[N:39]=2)[N:36]=1, predict the reaction product. The product is: [CH:43]1([C:41]([NH:40][C:38]2[N:39]=[C:34]3[CH:33]=[CH:32][C:31]([O:30][C:29]4[CH:28]=[C:27]([NH:26][C:7](=[O:9])[C:6]5[CH:10]=[CH:11][CH:12]=[C:4]([O:3][C:2]([F:1])([F:14])[F:13])[CH:5]=5)[CH:48]=[CH:47][CH:46]=4)=[N:36][N:35]3[CH:37]=2)=[O:42])[CH2:44][CH2:45]1.